Dataset: Reaction yield outcomes from USPTO patents with 853,638 reactions. Task: Predict the reaction yield, written as a fraction of the theoretical maximum amount of product (1.0 means a 100% yield; for example, 0.34 means a 34% yield). (1) The reactants are [NH2:1][C:2]1[CH:7]=[CH:6][C:5]([C:8]#[N:9])=[CH:4][N:3]=1.[CH2:10]([O:12][C:13](=[O:18])/[CH:14]=[CH:15]/[CH:16]=O)[CH3:11]. The catalyst is C(#N)C. The product is [CH2:10]([O:12][C:13](=[O:18])[CH2:14][C:15]1[N:3]2[CH:4]=[C:5]([C:8]#[N:9])[CH:6]=[CH:7][C:2]2=[N:1][CH:16]=1)[CH3:11]. The yield is 0.290. (2) The reactants are [Cl:1][C:2]1[CH:7]=[CH:6][CH:5]=[C:4]([Cl:8])[C:3]=1[N:9]1[C:13]([CH2:14]O)=[C:12]([CH:16]([CH3:18])[CH3:17])[N:11]=[N:10]1.C1(P(C2C=CC=CC=2)C2C=CC=CC=2)C=CC=CC=1.[Cl:38]CCl. The catalyst is C(Cl)(Cl)(Cl)Cl. The product is [Cl:38][CH2:14][C:13]1[N:9]([C:3]2[C:2]([Cl:1])=[CH:7][CH:6]=[CH:5][C:4]=2[Cl:8])[N:10]=[N:11][C:12]=1[CH:16]([CH3:18])[CH3:17]. The yield is 0.860.